This data is from Full USPTO retrosynthesis dataset with 1.9M reactions from patents (1976-2016). The task is: Predict the reactants needed to synthesize the given product. (1) Given the product [OH:1][C:2]1[C:3]([CH3:33])([CH3:32])[C:4]2[C:9]([C:10](=[O:23])[C:11]=1[C:12]([NH:14][CH2:15][C:16]([OH:18])=[O:17])=[O:13])=[CH:8][CH:7]=[C:6]([CH2:24][CH2:25][C:26]1[CH:27]=[CH:28][CH:29]=[CH:30][CH:31]=1)[CH:5]=2, predict the reactants needed to synthesize it. The reactants are: [OH:1][C:2]1[C:3]([CH3:33])([CH3:32])[C:4]2[C:9]([C:10](=[O:23])[C:11]=1[C:12]([NH:14][CH2:15][C:16]([O:18]C(C)(C)C)=[O:17])=[O:13])=[CH:8][CH:7]=[C:6]([CH2:24][CH2:25][C:26]1[CH:31]=[CH:30][CH:29]=[CH:28][CH:27]=1)[CH:5]=2. (2) Given the product [C:26]([N:29]1[CH2:34][CH2:33][N:32]([CH2:35][CH2:36][O:24][C:18]2[CH:17]=[C:16]3[C:21]([C:12]([O:11][C:10]4[C:2]([F:1])=[C:3]5[C:7](=[CH:8][CH:9]=4)[NH:6][C:5]([CH3:25])=[CH:4]5)=[N:13][CH:14]=[N:15]3)=[CH:20][C:19]=2[O:22][CH3:23])[CH2:31][CH2:30]1)(=[O:28])[CH3:27], predict the reactants needed to synthesize it. The reactants are: [F:1][C:2]1[C:10]([O:11][C:12]2[C:21]3[C:16](=[CH:17][C:18]([OH:24])=[C:19]([O:22][CH3:23])[CH:20]=3)[N:15]=[CH:14][N:13]=2)=[CH:9][CH:8]=[C:7]2[C:3]=1[CH:4]=[C:5]([CH3:25])[NH:6]2.[C:26]([N:29]1[CH2:34][CH2:33][N:32]([CH2:35][CH2:36]O)[CH2:31][CH2:30]1)(=[O:28])[CH3:27].C1(P(C2C=CC=CC=2)C2C=CC=CC=2)C=CC=CC=1.N(C(OC(C)C)=O)=NC(OC(C)C)=O. (3) Given the product [NH2:1][CH:2]1[CH2:3][CH2:4][N:5]([C:8]2[N:13]=[C:12]([C:14]3[C:22]4[C:17](=[CH:18][CH:19]=[C:20]([C:23]([OH:25])=[O:24])[CH:21]=4)[NH:16][CH:15]=3)[CH:11]=[N:10][CH:9]=2)[CH2:6][CH2:7]1, predict the reactants needed to synthesize it. The reactants are: [NH2:1][CH:2]1[CH2:7][CH2:6][N:5]([C:8]2[N:13]=[C:12]([C:14]3[C:22]4[C:17](=[CH:18][CH:19]=[C:20]([C:23]([O:25]C)=[O:24])[CH:21]=4)[NH:16][CH:15]=3)[CH:11]=[N:10][CH:9]=2)[CH2:4][CH2:3]1.[OH-].[Na+].Cl. (4) Given the product [C:11]1([CH3:14])[CH:12]=[CH:13][C:8]([C:6]([C:5]2[CH:15]=[CH:16][C:2]([CH3:1])=[CH:3][CH:4]=2)=[C:25]2[CH:24]=[CH:23][CH:22]=[CH:26]2)=[CH:9][CH:10]=1, predict the reactants needed to synthesize it. The reactants are: [CH3:1][C:2]1[CH:16]=[CH:15][C:5]([C:6]([C:8]2[CH:13]=[CH:12][C:11]([CH3:14])=[CH:10][CH:9]=2)=O)=[CH:4][CH:3]=1.O1CCCC1.[CH:22]1([Na])[CH:26]=[CH:25][CH:24]=[CH:23]1.Cl. (5) Given the product [NH2:26][C@H:10]([CH2:9][C@@:8]([CH2:1][C:2]1[CH:7]=[CH:6][CH:5]=[CH:4][CH:3]=1)([OH:18])[C:15]([OH:17])=[O:16])[C:11]([OH:13])=[O:12].[NH2:26][C@@H:10]([CH2:9][C@@:8]([CH2:1][C:2]1[CH:7]=[CH:6][CH:5]=[CH:4][CH:3]=1)([OH:18])[C:15]([OH:17])=[O:16])[C:11]([OH:13])=[O:12], predict the reactants needed to synthesize it. The reactants are: [CH2:1]([C:8]([OH:18])([C:15]([OH:17])=[O:16])[CH2:9][C:10](=O)[C:11]([OH:13])=[O:12])[C:2]1[CH:7]=[CH:6][CH:5]=[CH:4][CH:3]=1.C([NH2:26])C1C=CC=CC=1. (6) Given the product [Cl:6][C:7]1[S:8][C:9]([CH2:12][NH:3][CH2:1][CH3:2])=[CH:10][N:11]=1, predict the reactants needed to synthesize it. The reactants are: [CH2:1]([NH2:3])[CH3:2].[OH-].[Na+].[Cl:6][C:7]1[S:8][C:9]([CH2:12]Cl)=[CH:10][N:11]=1. (7) Given the product [C:1]1([C:25]2[CH:30]=[CH:29][CH:28]=[CH:27][CH:26]=2)[CH:6]=[CH:5][C:4]([NH:7][C:8](=[O:24])[C:9]2[CH:14]=[CH:13][C:12]([C:15]([F:18])([F:17])[F:16])=[C:11]([NH:19][C:20](=[O:23])[CH2:21][N:41]3[CH2:40][CH:39]4[O:46][CH:43]([CH2:44][CH2:45]4)[CH2:42]3)[CH:10]=2)=[CH:3][CH:2]=1, predict the reactants needed to synthesize it. The reactants are: [C:1]1([C:25]2[CH:30]=[CH:29][CH:28]=[CH:27][CH:26]=2)[CH:6]=[CH:5][C:4]([NH:7][C:8](=[O:24])[C:9]2[CH:14]=[CH:13][C:12]([C:15]([F:18])([F:17])[F:16])=[C:11]([NH:19][C:20](=[O:23])[CH2:21]Cl)[CH:10]=2)=[CH:3][CH:2]=1.C(N(CC)CC)C.Cl.[CH:39]12[O:46][CH:43]([CH2:44][CH2:45]1)[CH2:42][NH:41][CH2:40]2.[I-].[K+]. (8) Given the product [Br:1][C:2]1[N:7]=[CH:6][C:5]2[C:8]([C:14]([OH:16])=[O:15])=[C:9]([CH3:17])[N:10]([CH:11]([CH3:12])[CH3:13])[C:4]=2[CH:3]=1, predict the reactants needed to synthesize it. The reactants are: [Br:1][C:2]1[N:7]=[CH:6][C:5]2[C:8]([C:14]([OH:16])=[O:15])=[CH:9][N:10]([CH:11]([CH3:13])[CH3:12])[C:4]=2[CH:3]=1.[CH:17]([N-]C(C)C)(C)C.[Li+].IC.